Dataset: Full USPTO retrosynthesis dataset with 1.9M reactions from patents (1976-2016). Task: Predict the reactants needed to synthesize the given product. (1) Given the product [Cl:11][C:9]1[CH:10]=[C:2]2[C:3]([C:4]([OH:5])=[N:12][NH:1]2)=[CH:7][CH:8]=1, predict the reactants needed to synthesize it. The reactants are: [NH2:1][C:2]1[CH:10]=[C:9]([Cl:11])[CH:8]=[CH:7][C:3]=1[C:4](O)=[O:5].[N:12]([O-])=O.[Na+].[O-]S([O-])=O.[Na+].[Na+].[OH-].[Na+]. (2) Given the product [CH2:1]([C:3]1[CH:4]=[C:5]2[C:9](=[CH:10][CH:11]=1)[NH:8][C:7]([C:12]([O:14][CH2:31][C:32]1[CH:37]=[CH:36][CH:35]=[CH:34][CH:33]=1)=[O:13])=[CH:6]2)[CH3:2], predict the reactants needed to synthesize it. The reactants are: [CH2:1]([C:3]1[CH:4]=[C:5]2[C:9](=[CH:10][CH:11]=1)[NH:8][C:7]([C:12]([OH:14])=[O:13])=[CH:6]2)[CH3:2].N12CCCN=C1CCCCC2.CN(C)C=O.[CH2:31](Br)[C:32]1[CH:37]=[CH:36][CH:35]=[CH:34][CH:33]=1. (3) Given the product [ClH:37].[CH2:1]([O:8][C:9]1[CH:14]=[CH:13][N:12]([C:15]2[CH:16]=[CH:17][C:18]3[S:34][C:21]4[CH2:22][NH:23][CH2:24][CH2:25][CH2:26][C:20]=4[C:19]=3[CH:35]=2)[C:11](=[O:36])[CH:10]=1)[C:2]1[CH:7]=[CH:6][CH:5]=[CH:4][CH:3]=1, predict the reactants needed to synthesize it. The reactants are: [CH2:1]([O:8][C:9]1[CH:14]=[CH:13][N:12]([C:15]2[CH:16]=[CH:17][C:18]3[S:34][C:21]4[CH2:22][N:23](C(OC(C)(C)C)=O)[CH2:24][CH2:25][CH2:26][C:20]=4[C:19]=3[CH:35]=2)[C:11](=[O:36])[CH:10]=1)[C:2]1[CH:7]=[CH:6][CH:5]=[CH:4][CH:3]=1.[ClH:37]. (4) Given the product [F:24][C:23]1[CH:22]=[CH:21][CH:20]=[C:19]([F:25])[C:18]=1[N:9]1[C:10]2[CH:15]=[CH:14][N:13]=[C:12]([O:16][CH3:17])[C:11]=2[C:7]([C:36]2[CH:37]=[CH:38][C:39]([N:42]3[CH2:47][CH2:46][O:45][CH2:44][C:43]3=[O:48])=[CH:40][CH:41]=2)=[N:8]1, predict the reactants needed to synthesize it. The reactants are: FC(F)(F)S(O[C:7]1[C:11]2[C:12]([O:16][CH3:17])=[N:13][CH:14]=[CH:15][C:10]=2[N:9]([C:18]2[C:23]([F:24])=[CH:22][CH:21]=[CH:20][C:19]=2[F:25])[N:8]=1)(=O)=O.CC1(C)C(C)(C)OB([C:36]2[CH:41]=[CH:40][C:39]([N:42]3[CH2:47][CH2:46][O:45][CH2:44][C:43]3=[O:48])=[CH:38][CH:37]=2)O1.C(=O)([O-])[O-].[Na+].[Na+]. (5) Given the product [C:1]([O:5][C:6]([NH:8][CH:9]([C:10]([OH:12])=[O:11])[C:15]([OH:17])=[O:16])=[O:7])([CH3:4])([CH3:2])[CH3:3], predict the reactants needed to synthesize it. The reactants are: [C:1]([O:5][C:6]([NH:8][CH:9]([C:15]([O:17]CC)=[O:16])[C:10]([O:12]CC)=[O:11])=[O:7])([CH3:4])([CH3:3])[CH3:2].O.CO.[OH-].[Li+]. (6) Given the product [CH3:1][N:2]1[C:10]2[C:5](=[CH:6][C:7]([CH:11]3[O:12][CH2:13][CH2:14][NH:15][CH2:16]3)=[CH:8][CH:9]=2)[CH:4]=[N:3]1, predict the reactants needed to synthesize it. The reactants are: [CH3:1][N:2]1[C:10]2[C:5](=[CH:6][C:7]([CH:11]3[CH2:16][NH:15][C:14](=O)[CH2:13][O:12]3)=[CH:8][CH:9]=2)[CH:4]=[N:3]1. (7) The reactants are: Br[C:2]1[CH:7]=[CH:6][C:5](/[CH:8]=[CH:9]/[C:10]2[N:11]([CH2:25][CH3:26])[CH:12]=[C:13]([C:15]3[CH:20]=[CH:19][CH:18]=[C:17]([C:21]([F:24])([F:23])[F:22])[CH:16]=3)[N:14]=2)=[CH:4][CH:3]=1.[OH:27][C:28]1[CH:33]=[CH:32][C:31](B(O)O)=[CH:30][CH:29]=1. Given the product [CH2:25]([N:11]1[CH:12]=[C:13]([C:15]2[CH:20]=[CH:19][CH:18]=[C:17]([C:21]([F:24])([F:23])[F:22])[CH:16]=2)[N:14]=[C:10]1/[CH:9]=[CH:8]/[C:5]1[CH:6]=[CH:7][C:2]([C:31]2[CH:32]=[CH:33][C:28]([OH:27])=[CH:29][CH:30]=2)=[CH:3][CH:4]=1)[CH3:26], predict the reactants needed to synthesize it.